From a dataset of Forward reaction prediction with 1.9M reactions from USPTO patents (1976-2016). Predict the product of the given reaction. (1) Given the reactants Br[C:2]1[CH:3]=[C:4]([CH:7]=[CH:8][CH:9]=1)[CH:5]=[O:6].[C:10]([Si:12]([CH3:15])([CH3:14])[CH3:13])#[CH:11], predict the reaction product. The product is: [CH3:13][Si:12]([C:10]#[C:11][C:2]1[CH:3]=[C:4]([CH:7]=[CH:8][CH:9]=1)[CH:5]=[O:6])([CH3:15])[CH3:14]. (2) Given the reactants [Br:1][C:2]1[CH:3]=[C:4]([C:8]2[N:9]=[C:10]3[CH:15]=[C:14]([CH3:16])[C:13]([C:17](=[O:22])[C:18]([O:20][CH3:21])=[O:19])=[C:12](Cl)[N:11]3[CH:24]=2)[CH:5]=[CH:6][CH:7]=1.C(C1(C)CCN([C:35]2[N:40]3C=C(C(OCC)=O)N=[C:39]3[CH:38]=[C:37]([CH3:49])[C:36]=2C(=O)C(OC)=O)CC1)CC=C, predict the reaction product. The product is: [CH2:18]([O:19][C:37]1([CH3:49])[CH2:36][CH2:35][N:40]([C:12]2[N:11]3[CH:24]=[C:8]([C:4]4[CH:5]=[CH:6][CH:7]=[C:2]([Br:1])[CH:3]=4)[N:9]=[C:10]3[CH:15]=[C:14]([CH3:16])[C:13]=2[C:17](=[O:22])[C:18]([O:20][CH3:21])=[O:19])[CH2:39][CH2:38]1)[CH:17]=[CH2:13]. (3) Given the reactants [NH:1]1[C:5]2=[C:6]([NH:10][C:11](=[O:13])[CH3:12])[N:7]=[CH:8][CH:9]=[C:4]2[CH:3]=[CH:2]1.[C:14]([C:16]1[CH:24]=[C:23]([F:25])[C:19]([C:20](Cl)=[O:21])=[C:18]([F:26])[CH:17]=1)#[N:15], predict the reaction product. The product is: [C:14]([C:16]1[CH:17]=[C:18]([F:26])[C:19]([C:20]([C:3]2[C:4]3[C:5](=[C:6]([NH:10][C:11](=[O:13])[CH3:12])[N:7]=[CH:8][CH:9]=3)[NH:1][CH:2]=2)=[O:21])=[C:23]([F:25])[CH:24]=1)#[N:15]. (4) Given the reactants [Cl:1][C:2]1[CH:7]=[CH:6][CH:5]=[C:4]([F:8])[C:3]=1[C:9](=O)[CH2:10][C:11]1[CH:16]=[C:15]([C:17]2[N:21]([CH2:22][CH3:23])[N:20]=[C:19]([C:24]3[CH:29]=[N:28][CH:27]=[CH:26][N:25]=3)[N:18]=2)[CH:14]=[CH:13][C:12]=1[N+:30]([O-])=O, predict the reaction product. The product is: [Cl:1][C:2]1[CH:7]=[CH:6][CH:5]=[C:4]([F:8])[C:3]=1[C:9]1[NH:30][C:12]2[C:11]([CH:10]=1)=[CH:16][C:15]([C:17]1[N:21]([CH2:22][CH3:23])[N:20]=[C:19]([C:24]3[CH:29]=[N:28][CH:27]=[CH:26][N:25]=3)[N:18]=1)=[CH:14][CH:13]=2. (5) Given the reactants CC(C1C=C(C(C)C)C(C2C=CC=CC=2P(C2CCCCC2)C2CCCCC2)=C(C(C)C)C=1)C.[B:44]1([B:44]2[O:48][C:47]([CH3:50])([CH3:49])[C:46]([CH3:52])([CH3:51])[O:45]2)[O:48][C:47]([CH3:50])([CH3:49])[C:46]([CH3:52])([CH3:51])[O:45]1.Br[C:54]1[CH:59]=[CH:58][C:57]([C:60]([F:63])([F:62])[F:61])=[CH:56][C:55]=1[C:64]1[CH2:69][CH2:68][N:67]([C:70]([O:72][C:73]([CH3:76])([CH3:75])[CH3:74])=[O:71])[CH2:66][CH:65]=1.P([O-])([O-])([O-])=O.[K+].[K+].[K+], predict the reaction product. The product is: [CH3:50][C:47]1([CH3:49])[C:46]([CH3:51])([CH3:52])[O:45][B:44]([C:54]2[CH:59]=[CH:58][C:57]([C:60]([F:63])([F:61])[F:62])=[CH:56][C:55]=2[C:64]2[CH2:69][CH2:68][N:67]([C:70]([O:72][C:73]([CH3:76])([CH3:75])[CH3:74])=[O:71])[CH2:66][CH:65]=2)[O:48]1. (6) Given the reactants [Br:1][C:2]1[CH:9]=[CH:8][C:5]([C:6]#[N:7])=[C:4]([CH3:10])[CH:3]=1.[C:11]1([Mg]Br)[CH:16]=[CH:15][CH:14]=[CH:13][CH:12]=1.[BH4-].[Na+], predict the reaction product. The product is: [Br:1][C:2]1[CH:9]=[CH:8][C:5]([CH:6]([C:11]2[CH:16]=[CH:15][CH:14]=[CH:13][CH:12]=2)[NH2:7])=[C:4]([CH3:10])[CH:3]=1. (7) The product is: [C:21]([NH2:17])(=[O:40])[C:22]1[CH:23]=[CH:24][CH:25]=[N:3][CH:6]=1. Given the reactants C([N:3]([CH2:6]C)CC)C.CN.F[P-](F)(F)(F)(F)F.[N:17]1(O[P+](N(C)C)(N(C)C)N(C)C)[C:21]2[CH:22]=[CH:23][CH:24]=[CH:25]C=2N=N1.C1C[O:40]CC1, predict the reaction product. (8) Given the reactants [Cl:1][CH2:2][C:3]1[NH:12][C:11](=O)[C:10]2[C:5](=[CH:6][CH:7]=[CH:8][CH:9]=2)[N:4]=1.CCN(C(C)C)C(C)C.O=P(Cl)(Cl)[Cl:25], predict the reaction product. The product is: [Cl:25][C:11]1[C:10]2[C:5](=[CH:6][CH:7]=[CH:8][CH:9]=2)[N:4]=[C:3]([CH2:2][Cl:1])[N:12]=1. (9) Given the reactants B(Br)(Br)Br.[CH3:5][C:6]1([CH3:46])[C:10](=[O:11])[N:9]([C@@H:12]([CH2:21][CH:22]2[CH2:24][CH2:23]2)[C:13]([NH:15][C@H:16]([CH3:20])[CH2:17][CH2:18][OH:19])=[O:14])[C:8](=[O:25])[N:7]1[CH2:26][C:27]1[CH:32]=[CH:31][C:30]([NH:33][C:34]([NH:36][C:37]2[CH:42]=[CH:41][CH:40]=[CH:39][C:38]=2[CH3:43])=[O:35])=[C:29]([O:44]C)[CH:28]=1.O, predict the reaction product. The product is: [CH3:46][C:6]1([CH3:5])[C:10](=[O:11])[N:9]([C@@H:12]([CH2:21][CH:22]2[CH2:24][CH2:23]2)[C:13]([NH:15][C@H:16]([CH3:20])[CH2:17][CH2:18][OH:19])=[O:14])[C:8](=[O:25])[N:7]1[CH2:26][C:27]1[CH:32]=[CH:31][C:30]([NH:33][C:34]([NH:36][C:37]2[CH:42]=[CH:41][CH:40]=[CH:39][C:38]=2[CH3:43])=[O:35])=[C:29]([OH:44])[CH:28]=1.